Predict the reactants needed to synthesize the given product. From a dataset of Full USPTO retrosynthesis dataset with 1.9M reactions from patents (1976-2016). (1) The reactants are: [F:1][C:2]1[CH:22]=[C:21]([F:23])[CH:20]=[CH:19][C:3]=1[CH2:4][N:5]([O:17][CH3:18])[C:6](=[O:16])[CH:7]=[C:8]1[C:12](=[O:13])[O:11][C:10](C)(C)[O:9]1. Given the product [CH3:10][O:11][C:12](=[O:13])[C:8]([OH:9])=[CH:7][C:6](=[O:16])[N:5]([CH2:4][C:3]1[CH:19]=[CH:20][C:21]([F:23])=[CH:22][C:2]=1[F:1])[O:17][CH3:18], predict the reactants needed to synthesize it. (2) Given the product [F:23][C:24]1[CH:32]=[CH:31][C:27]([C:28]([NH:14][C:15]2[CH:22]=[CH:21][C:18]([CH2:19][NH:20][C:5]3[C:4]4[C:9](=[CH:10][CH:11]=[C:2]([CH3:1])[CH:3]=4)[N:8]=[C:7]([N:33]4[CH2:38][CH2:37][CH2:36][CH2:35][CH2:34]4)[N:6]=3)=[CH:17][CH:16]=2)=[O:29])=[CH:26][CH:25]=1, predict the reactants needed to synthesize it. The reactants are: [CH3:1][C:2]1[CH:3]=[C:4]2[C:9](=[CH:10][CH:11]=1)[N:8]=[C:7](Cl)[N:6]=[C:5]2Cl.[NH2:14][C:15]1[CH:22]=[CH:21][C:18]([CH2:19][NH2:20])=[CH:17][CH:16]=1.[F:23][C:24]1[CH:32]=[CH:31][C:27]([C:28](Cl)=[O:29])=[CH:26][CH:25]=1.[NH:33]1[CH2:38][CH2:37][CH2:36][CH2:35][CH2:34]1. (3) Given the product [Cl:24][C:25]1[CH:30]=[C:29]([C:2]2[CH:11]=[CH:10][C:9]3[N:8]=[CH:7][C:6]4[N:12]([CH3:23])[C:13](=[O:22])[N:14]([C:15]5[C:16]([CH3:21])=[N:17][N:18]([CH3:20])[CH:19]=5)[C:5]=4[C:4]=3[CH:3]=2)[CH:28]=[N:27][C:26]=1[CH2:40][OH:41], predict the reactants needed to synthesize it. The reactants are: Br[C:2]1[CH:11]=[CH:10][C:9]2[N:8]=[CH:7][C:6]3[N:12]([CH3:23])[C:13](=[O:22])[N:14]([C:15]4[C:16]([CH3:21])=[N:17][N:18]([CH3:20])[CH:19]=4)[C:5]=3[C:4]=2[CH:3]=1.[Cl:24][C:25]1[C:26]([CH2:40][O:41]C(=O)C)=[N:27][CH:28]=[C:29](B2OC(C)(C)C(C)(C)O2)[CH:30]=1. (4) Given the product [CH3:34][O:35][C:36](=[O:40])[CH2:37][CH2:10][NH:9][CH2:8][C@H:7]([OH:11])[CH2:6][O:5][C:4]1[C:12]([CH3:32])=[CH:13][C:14]([C:16]2[N:20]=[C:19]([C:21]3[CH:26]=[C:25]([CH3:27])[C:24]([CH2:28][CH:29]([CH3:31])[CH3:30])=[CH:23][N:22]=3)[O:18][N:17]=2)=[CH:15][C:3]=1[CH2:1][CH3:2], predict the reactants needed to synthesize it. The reactants are: [CH2:1]([C:3]1[CH:15]=[C:14]([C:16]2[N:20]=[C:19]([C:21]3[CH:26]=[C:25]([CH3:27])[C:24]([CH2:28][CH:29]([CH3:31])[CH3:30])=[CH:23][N:22]=3)[O:18][N:17]=2)[CH:13]=[C:12]([CH3:32])[C:4]=1[O:5][CH2:6][C@@H:7]([OH:11])[CH2:8][NH:9][CH3:10])[CH3:2].Cl.[CH3:34][O:35][C:36](=[O:40])[CH2:37]CN.C(N(CC)CC)C. (5) The reactants are: [Cl:1][C:2]1[CH:7]=[CH:6][C:5]([NH:8][C:9]([CH:11]2[C:16]3=[N:17][C:18]([C:22]4[CH:27]=[CH:26][N:25]=[CH:24][N:23]=4)=[CH:19][C:20](=[O:21])[N:15]3[CH2:14][CH2:13][CH2:12]2)=[O:10])=[C:4]([O:28][CH3:29])[CH:3]=1.[H-].[Na+].[CH3:32]I. Given the product [Cl:1][C:2]1[CH:7]=[CH:6][C:5]([NH:8][C:9]([C:11]2([CH3:32])[C:16]3=[N:17][C:18]([C:22]4[CH:27]=[CH:26][N:25]=[CH:24][N:23]=4)=[CH:19][C:20](=[O:21])[N:15]3[CH2:14][CH2:13][CH2:12]2)=[O:10])=[C:4]([O:28][CH3:29])[CH:3]=1, predict the reactants needed to synthesize it.